Dataset: Catalyst prediction with 721,799 reactions and 888 catalyst types from USPTO. Task: Predict which catalyst facilitates the given reaction. (1) Reactant: [CH2:1]([O:3][C:4](=[O:25])[C:5]1[CH:10]=[CH:9][C:8]([NH:11][C:12](=[O:24])[CH:13]([N:15]2[C:19]([NH2:20])=[C:18]([C:21](=[O:23])[NH2:22])[N:17]=[CH:16]2)[CH3:14])=[CH:7][CH:6]=1)[CH3:2].CO[C:28](OC)(OC)[CH2:29][CH2:30][CH2:31][CH3:32]. Product: [CH2:1]([O:3][C:4](=[O:25])[C:5]1[CH:10]=[CH:9][C:8]([NH:11][C:12](=[O:24])[CH:13]([N:15]2[CH:16]=[N:17][C:18]3[C:21](=[O:23])[NH:22][C:28]([CH2:29][CH2:30][CH2:31][CH3:32])=[N:20][C:19]2=3)[CH3:14])=[CH:7][CH:6]=1)[CH3:2]. The catalyst class is: 9. (2) Reactant: [Br:1][C:2]1[C:11]2[C:6](=[CH:7][CH:8]=[CH:9][CH:10]=2)[C:5](=[O:12])[N:4]([C:13]2[CH:18]=[CH:17][C:16]([S:19][C:20]3[CH:25]=[CH:24][CH:23]=[CH:22][CH:21]=3)=[CH:15][CH:14]=2)[N:3]=1.C1C=C(Cl)C=C(C(OO)=[O:34])C=1. The catalyst class is: 2. Product: [C:20]1([S:19]([C:16]2[CH:17]=[CH:18][C:13]([N:4]3[N:3]=[C:2]([Br:1])[C:11]4[C:6](=[CH:7][CH:8]=[CH:9][CH:10]=4)[C:5]3=[O:12])=[CH:14][CH:15]=2)=[O:34])[CH:25]=[CH:24][CH:23]=[CH:22][CH:21]=1.